Dataset: Forward reaction prediction with 1.9M reactions from USPTO patents (1976-2016). Task: Predict the product of the given reaction. (1) Given the reactants [NH2:1][C:2]1[C:11]([N+:12]([O-:14])=[O:13])=[CH:10][C:5]([C:6]([O:8][CH3:9])=[O:7])=[CH:4][C:3]=1[NH:15][CH2:16][CH3:17].[CH:18](O)=O, predict the reaction product. The product is: [CH2:16]([N:15]1[C:3]2[CH:4]=[C:5]([C:6]([O:8][CH3:9])=[O:7])[CH:10]=[C:11]([N+:12]([O-:14])=[O:13])[C:2]=2[N:1]=[CH:18]1)[CH3:17]. (2) Given the reactants [CH2:1]([N:8]1[CH2:15][CH:14]([OH:16])[CH2:13][N:12]([S:17]([C:20]2[CH:25]=[CH:24][CH:23]=[CH:22][CH:21]=2)(=[O:19])=[O:18])[CH2:11][CH:10](O)[CH2:9]1)[C:2]1[CH:7]=[CH:6][CH:5]=[CH:4][CH:3]=1.O.S(=O)(=O)(O)O.N, predict the reaction product. The product is: [CH2:1]([N:8]1[CH2:9][CH:10]2[O:16][CH:14]([CH2:13][N:12]([S:17]([C:20]3[CH:21]=[CH:22][CH:23]=[CH:24][CH:25]=3)(=[O:18])=[O:19])[CH2:11]2)[CH2:15]1)[C:2]1[CH:3]=[CH:4][CH:5]=[CH:6][CH:7]=1. (3) Given the reactants [CH3:1][NH:2][C:3]([N:5]1[C:17]2([CH2:22][CH2:21][N:20](C(OC(C)(C)C)=O)[CH2:19][CH2:18]2)[C:9]2=[CH:10][CH:11]=[C:12]([C:13]([F:16])([F:15])[F:14])[N:8]2[CH2:7][CH2:6]1)=[O:4].[ClH:30].O1CCOCC1, predict the reaction product. The product is: [ClH:30].[CH3:1][NH:2][C:3]([N:5]1[C:17]2([CH2:22][CH2:21][NH:20][CH2:19][CH2:18]2)[C:9]2=[CH:10][CH:11]=[C:12]([C:13]([F:15])([F:16])[F:14])[N:8]2[CH2:7][CH2:6]1)=[O:4]. (4) Given the reactants [CH:1]1([C:4]([NH:6][C:7]2[O:8][C:9]3[CH:15]=[C:14]([O:16][C:17]4[CH:18]=[C:19]([CH:23]=[CH:24][CH:25]=4)[C:20](O)=[O:21])[CH:13]=[CH:12][C:10]=3[N:11]=2)=[O:5])[CH2:3][CH2:2]1.[F:26][C:27]([F:36])([F:35])[C:28]1[CH:29]=[C:30]([CH:32]=[CH:33][CH:34]=1)[NH2:31].Cl.C(N=C=NCCCN(C)C)C, predict the reaction product. The product is: [CH:1]1([C:4]([NH:6][C:7]2[O:8][C:9]3[CH:15]=[C:14]([O:16][C:17]4[CH:18]=[C:19]([CH:23]=[CH:24][CH:25]=4)[C:20]([NH:31][C:30]4[CH:32]=[CH:33][CH:34]=[C:28]([C:27]([F:26])([F:35])[F:36])[CH:29]=4)=[O:21])[CH:13]=[CH:12][C:10]=3[N:11]=2)=[O:5])[CH2:3][CH2:2]1. (5) The product is: [OH:36][C:35]1[C:26]([CH:2]2[C:10]3[CH:9]=[C:8]4[O:11][CH2:12][CH2:13][O:14][C:7]4=[CH:6][C:5]=3[N:4]([CH2:15][C:16]3[O:17][C:18]([C:21]([F:24])([F:23])[F:22])=[CH:19][CH:20]=3)[C:3]2=[O:25])=[CH:27][C:28]2[O:33][CH2:32][CH2:31][O:30][C:29]=2[CH:34]=1. Given the reactants O[C:2]1([C:26]2[C:35]([OH:36])=[CH:34][C:29]3[O:30][CH2:31][CH2:32][O:33][C:28]=3[CH:27]=2)[C:10]2[CH:9]=[C:8]3[O:11][CH2:12][CH2:13][O:14][C:7]3=[CH:6][C:5]=2[N:4]([CH2:15][C:16]2[O:17][C:18]([C:21]([F:24])([F:23])[F:22])=[CH:19][CH:20]=2)[C:3]1=[O:25].OC1(C2C(O)=CC3OCCC=3C=2)C2C=C3OCCOC3=CC=2N(CC2OC(C(F)(F)F)=CC=2)C1=O, predict the reaction product.